Dataset: NCI-60 drug combinations with 297,098 pairs across 59 cell lines. Task: Regression. Given two drug SMILES strings and cell line genomic features, predict the synergy score measuring deviation from expected non-interaction effect. (1) Drug 1: C1=C(C(=O)NC(=O)N1)N(CCCl)CCCl. Drug 2: CCN(CC)CCNC(=O)C1=C(NC(=C1C)C=C2C3=C(C=CC(=C3)F)NC2=O)C. Cell line: ACHN. Synergy scores: CSS=59.6, Synergy_ZIP=-4.48, Synergy_Bliss=-6.24, Synergy_Loewe=-6.53, Synergy_HSA=-6.19. (2) Drug 1: CC1=CC=C(C=C1)C2=CC(=NN2C3=CC=C(C=C3)S(=O)(=O)N)C(F)(F)F. Drug 2: C1=CN(C(=O)N=C1N)C2C(C(C(O2)CO)O)O.Cl. Cell line: SF-539. Synergy scores: CSS=33.6, Synergy_ZIP=-4.47, Synergy_Bliss=1.31, Synergy_Loewe=-24.6, Synergy_HSA=3.42.